This data is from NCI-60 drug combinations with 297,098 pairs across 59 cell lines. The task is: Regression. Given two drug SMILES strings and cell line genomic features, predict the synergy score measuring deviation from expected non-interaction effect. Drug 1: COC1=CC(=CC(=C1O)OC)C2C3C(COC3=O)C(C4=CC5=C(C=C24)OCO5)OC6C(C(C7C(O6)COC(O7)C8=CC=CS8)O)O. Drug 2: CCCCCOC(=O)NC1=NC(=O)N(C=C1F)C2C(C(C(O2)C)O)O. Cell line: MALME-3M. Synergy scores: CSS=23.3, Synergy_ZIP=-6.10, Synergy_Bliss=-1.62, Synergy_Loewe=-71.0, Synergy_HSA=-3.18.